Dataset: M1 muscarinic receptor antagonist screen with 61,756 compounds. Task: Binary Classification. Given a drug SMILES string, predict its activity (active/inactive) in a high-throughput screening assay against a specified biological target. (1) The compound is S(c1n(nnn1)CCC)CC(=O)NCc1ccc(OC)cc1. The result is 0 (inactive). (2) The compound is S(=O)(=O)(NC(CCS(=O)C)C(O)=O)c1ccccc1. The result is 0 (inactive).